Dataset: Catalyst prediction with 721,799 reactions and 888 catalyst types from USPTO. Task: Predict which catalyst facilitates the given reaction. Reactant: [Cl:1][C:2]1[C:7]([NH:8][NH:9]C(OC(C)(C)C)=O)=[C:6]([F:17])[C:5]([CH2:18][NH:19][C:20](=[O:25])[C:21]([CH3:24])([CH3:23])[CH3:22])=[CH:4][CH:3]=1.[I:26][C:27]1[CH:37]=[CH:36][C:30]([C:31]([N:33]=[C:34]=[O:35])=O)=[CH:29][CH:28]=1.FC(F)(F)C(O)=O. Product: [Cl:1][C:2]1[CH:3]=[CH:4][C:5]([CH2:18][NH:19][C:20](=[O:25])[C:21]([CH3:24])([CH3:22])[CH3:23])=[C:6]([F:17])[C:7]=1[N:8]1[C:34](=[O:35])[NH:33][C:31]([C:30]2[CH:36]=[CH:37][C:27]([I:26])=[CH:28][CH:29]=2)=[N:9]1. The catalyst class is: 2.